From a dataset of CYP2D6 inhibition data for predicting drug metabolism from PubChem BioAssay. Regression/Classification. Given a drug SMILES string, predict its absorption, distribution, metabolism, or excretion properties. Task type varies by dataset: regression for continuous measurements (e.g., permeability, clearance, half-life) or binary classification for categorical outcomes (e.g., BBB penetration, CYP inhibition). Dataset: cyp2d6_veith. (1) The compound is Cc1ncc(C[n+]2csc(CCO)c2C)c(N)n1.Cl.[Cl-]. The result is 0 (non-inhibitor). (2) The result is 0 (non-inhibitor). The molecule is Cc1cc2cc3c(N)[nH]nc3nc2cc1C. (3) The drug is C=CC[C@@H]1C=C[C@@H](O/N=C2\[C@@H]3CCn4c(=O)n(-c5ccccc5)c(=O)n4[C@H]3[C@H](O)[C@H]3O[C@H]23)[C@@H](CO)O1. The result is 0 (non-inhibitor).